From a dataset of NCI-60 drug combinations with 297,098 pairs across 59 cell lines. Regression. Given two drug SMILES strings and cell line genomic features, predict the synergy score measuring deviation from expected non-interaction effect. (1) Drug 1: CC1=C2C(C(=O)C3(C(CC4C(C3C(C(C2(C)C)(CC1OC(=O)C(C(C5=CC=CC=C5)NC(=O)OC(C)(C)C)O)O)OC(=O)C6=CC=CC=C6)(CO4)OC(=O)C)OC)C)OC. Drug 2: COCCOC1=C(C=C2C(=C1)C(=NC=N2)NC3=CC=CC(=C3)C#C)OCCOC.Cl. Cell line: 786-0. Synergy scores: CSS=54.4, Synergy_ZIP=2.91, Synergy_Bliss=5.02, Synergy_Loewe=-18.7, Synergy_HSA=6.88. (2) Drug 1: CS(=O)(=O)CCNCC1=CC=C(O1)C2=CC3=C(C=C2)N=CN=C3NC4=CC(=C(C=C4)OCC5=CC(=CC=C5)F)Cl. Drug 2: COCCOC1=C(C=C2C(=C1)C(=NC=N2)NC3=CC=CC(=C3)C#C)OCCOC.Cl. Cell line: A498. Synergy scores: CSS=19.6, Synergy_ZIP=1.47, Synergy_Bliss=2.19, Synergy_Loewe=0.174, Synergy_HSA=2.25. (3) Drug 2: C1=NNC2=C1C(=O)NC=N2. Cell line: SK-OV-3. Synergy scores: CSS=64.5, Synergy_ZIP=-0.330, Synergy_Bliss=1.57, Synergy_Loewe=-64.4, Synergy_HSA=0.0487. Drug 1: CC=C1C(=O)NC(C(=O)OC2CC(=O)NC(C(=O)NC(CSSCCC=C2)C(=O)N1)C(C)C)C(C)C.